From a dataset of Reaction yield outcomes from USPTO patents with 853,638 reactions. Predict the reaction yield, written as a fraction of the theoretical maximum amount of product (1.0 means a 100% yield; for example, 0.34 means a 34% yield). (1) The reactants are [CH3:1][O:2][C:3]1[CH:8]=[CH:7][C:6]([CH:9]=[CH:10][C:11](=[O:22])[CH:12]=[CH:13][C:14]2[CH:19]=[CH:18][C:17]([O:20][CH3:21])=[CH:16][CH:15]=2)=[CH:5][CH:4]=1.[CH3:23][NH2:24].O. The catalyst is CN(C)C=O. The product is [CH3:21][O:20][C:17]1[CH:18]=[CH:19][C:14]([CH:13]2[CH2:12][C:11](=[O:22])[CH2:10][CH:9]([C:6]3[CH:5]=[CH:4][C:3]([O:2][CH3:1])=[CH:8][CH:7]=3)[N:24]2[CH3:23])=[CH:15][CH:16]=1. The yield is 0.680. (2) The reactants are [CH3:1][O:2][C:3]1[CH:10]=[CH:9][C:8]([C:11]2[C:19]3[C:14](=[N:15][CH:16]=[CH:17][CH:18]=3)[N:13]([S:20]([C:23]3[CH:28]=[CH:27][C:26]([CH3:29])=[CH:25][CH:24]=3)(=[O:22])=[O:21])[CH:12]=2)=[CH:7][C:4]=1[CH:5]=O.[OH-].[NH4+:31].II. The catalyst is O1CCCC1.O. The product is [CH3:1][O:2][C:3]1[CH:10]=[CH:9][C:8]([C:11]2[C:19]3[C:14](=[N:15][CH:16]=[CH:17][CH:18]=3)[N:13]([S:20]([C:23]3[CH:28]=[CH:27][C:26]([CH3:29])=[CH:25][CH:24]=3)(=[O:22])=[O:21])[CH:12]=2)=[CH:7][C:4]=1[C:5]#[N:31]. The yield is 0.980. (3) The product is [C:6]([C:5]1[CH:8]=[CH:9][C:2]([O:17][C:14]2[CH:15]=[CH:16][C:11]([Br:10])=[CH:12][CH:13]=2)=[CH:3][CH:4]=1)#[N:7]. The yield is 0.872. The reactants are F[C:2]1[CH:9]=[CH:8][C:5]([C:6]#[N:7])=[CH:4][CH:3]=1.[Br:10][C:11]1[CH:16]=[CH:15][C:14]([OH:17])=[CH:13][CH:12]=1.C(=O)([O-])[O-].[K+].[K+]. The catalyst is CN(C=O)C. (4) The reactants are I[C:2]1[C:3]([CH3:12])=[CH:4][C:5]([CH3:11])=[C:6]([CH:10]=1)[C:7]([OH:9])=[O:8].[Li]CCCC.CN([CH:21]=[O:22])C. The catalyst is O1CCCC1. The product is [CH:21]([C:2]1[C:3]([CH3:12])=[CH:4][C:5]([CH3:11])=[C:6]([CH:10]=1)[C:7]([OH:9])=[O:8])=[O:22]. The yield is 0.740. (5) The reactants are [CH2:1]([O:8][C:9]1[CH:14]=[CH:13][C:12]([C@@H:15]2[CH2:17][C@H:16]2[N+:18]([O-])=O)=[CH:11][CH:10]=1)[C:2]1[CH:7]=[CH:6][CH:5]=[CH:4][CH:3]=1.Cl. The catalyst is CC(O)C.[Zn]. The product is [CH2:1]([O:8][C:9]1[CH:10]=[CH:11][C:12]([C@@H:15]2[CH2:17][C@H:16]2[NH2:18])=[CH:13][CH:14]=1)[C:2]1[CH:3]=[CH:4][CH:5]=[CH:6][CH:7]=1. The yield is 0.700. (6) The reactants are Br[C:2]1[CH:3]=[C:4]([NH2:8])[CH:5]=[N:6][CH:7]=1.[CH3:9][N:10]([CH3:14])[CH2:11][C:12]#[CH:13]. The catalyst is Cl[Pd](Cl)([P](C1C=CC=CC=1)(C1C=CC=CC=1)C1C=CC=CC=1)[P](C1C=CC=CC=1)(C1C=CC=CC=1)C1C=CC=CC=1.[Cu](I)I. The product is [CH3:9][N:10]([CH3:14])[CH2:11][C:12]#[C:13][C:2]1[CH:3]=[C:4]([NH2:8])[CH:5]=[N:6][CH:7]=1. The yield is 0.540. (7) The reactants are [CH2:1]([O:3][C:4](=[O:13])[CH2:5][CH2:6][CH2:7][CH2:8][CH2:9][C:10]([OH:12])=O)[CH3:2].[C:14]([O:18][C:19](=[O:28])[NH:20][C:21]1[CH:26]=[CH:25][CH:24]=[CH:23][C:22]=1[NH2:27])([CH3:17])([CH3:16])[CH3:15].CN(C(ON1N=NC2C=CC=CC1=2)=[N+](C)C)C.F[P-](F)(F)(F)(F)F.CCN(C(C)C)C(C)C. The catalyst is CN(C=O)C.O. The product is [C:14]([O:18][C:19]([NH:20][C:21]1[CH:26]=[CH:25][CH:24]=[CH:23][C:22]=1[NH:27][C:10](=[O:12])[CH2:9][CH2:8][CH2:7][CH2:6][CH2:5][C:4]([O:3][CH2:1][CH3:2])=[O:13])=[O:28])([CH3:17])([CH3:15])[CH3:16]. The yield is 0.963. (8) The reactants are [F:1][C:2]1[CH:20]=[C:19]([F:21])[CH:18]=[CH:17][C:3]=1[O:4][C:5]1[C:14]([O:15][CH3:16])=[CH:13][CH:12]=[C:11]2[C:6]=1[CH:7]=[CH:8][CH:9]=[N:10]2.N.C(O)(=[O:25])C. No catalyst specified. The product is [F:1][C:2]1[CH:20]=[C:19]([F:21])[CH:18]=[CH:17][C:3]=1[O:4][C:5]1[C:14]([O:15][CH3:16])=[CH:13][CH:12]=[C:11]2[C:6]=1[CH:7]=[CH:8][CH:9]=[N+:10]2[O-:25]. The yield is 0.680. (9) The reactants are CC1(C)C(C)(C)OB([C:9]2[CH:10]=[C:11]([CH:21]=[CH:22][CH:23]=2)[CH2:12][NH:13][C:14](=[O:20])[O:15][C:16]([CH3:19])([CH3:18])[CH3:17])O1.Br[C:26]1[C:34]2[C:29](=[N:30][CH:31]=[CH:32][C:33]=2[Cl:35])[N:28]([S:36]([C:39]2[CH:44]=[CH:43][CH:42]=[CH:41][CH:40]=2)(=[O:38])=[O:37])[CH:27]=1.C(=O)([O-])[O-].[K+].[K+]. No catalyst specified. The product is [Cl:35][C:33]1[CH:32]=[CH:31][N:30]=[C:29]2[N:28]([S:36]([C:39]3[CH:44]=[CH:43][CH:42]=[CH:41][CH:40]=3)(=[O:38])=[O:37])[CH:27]=[C:26]([C:9]3[CH:10]=[C:11]([CH:21]=[CH:22][CH:23]=3)[CH2:12][NH:13][C:14](=[O:20])[O:15][C:16]([CH3:17])([CH3:18])[CH3:19])[C:34]=12. The yield is 0.404. (10) The reactants are C([O:3][C:4](=O)[C:5]1[CH:10]=[C:9]([Br:11])[CH:8]=[C:7]([N+:12]([O-:14])=[O:13])[C:6]=1[S:15][C:16](=[O:20])[N:17]([CH3:19])[CH3:18])C.C(OCC)C.B. The catalyst is C1COCC1. The product is [Br:11][C:9]1[CH:8]=[C:7]([N+:12]([O-:14])=[O:13])[C:6]([S:15][C:16](=[O:20])[N:17]([CH3:19])[CH3:18])=[C:5]([CH2:4][OH:3])[CH:10]=1. The yield is 0.910.